Task: Predict the reaction yield, written as a fraction of the theoretical maximum amount of product (1.0 means a 100% yield; for example, 0.34 means a 34% yield).. Dataset: Reaction yield outcomes from USPTO patents with 853,638 reactions (1) The reactants are [CH:1]1([CH2:7][NH:8][C:9](=[O:13])[O:10][CH2:11][CH3:12])[CH2:6][CH2:5][CH:4]=[CH:3][CH2:2]1.C=O.[C:16](=O)([O-])[O-:17].[K+].[K+].C(=O)([O-])[O-].[Cs+].[Cs+]. The catalyst is C1COCC1. The product is [OH:17][CH2:16][N:8]([CH2:7][CH:1]1[CH2:6][CH2:5][CH:4]=[CH:3][CH2:2]1)[C:9](=[O:13])[O:10][CH2:11][CH3:12]. The yield is 0.610. (2) The reactants are [Br:1][C:2]1[CH:7]=[CH:6][C:5]([C:8]2([C:11]([OH:13])=O)[CH2:10][CH2:9]2)=[CH:4][CH:3]=1.CN(C)C=O.CC1(C)C2CCC1(CS(O)(=O)=O)C(=O)C2.[NH:34]1[CH2:38][CH2:37][C@@:36]2([C:42]3[CH:43]=[CH:44][CH:45]=[CH:46][C:41]=3[C:40](=[O:47])[O:39]2)[CH2:35]1.F[P-](F)(F)(F)(F)F.N1(O[P+](N(C)C)(N(C)C)N(C)C)C2C=CC=CC=2N=N1.C(N(CC)C(C)C)(C)C. No catalyst specified. The product is [Br:1][C:2]1[CH:3]=[CH:4][C:5]([C:8]2([C:11]([N:34]3[CH2:38][CH2:37][C@@:36]4([C:42]5[CH:43]=[CH:44][CH:45]=[CH:46][C:41]=5[C:40](=[O:47])[O:39]4)[CH2:35]3)=[O:13])[CH2:9][CH2:10]2)=[CH:6][CH:7]=1. The yield is 0.900. (3) The reactants are [BrH:1].[CH3:2][O:3][CH2:4][C@H:5]([NH:30][C:31]([C:33]1[S:37][C:36]([CH3:38])=[N:35][CH:34]=1)=[O:32])[C:6]([NH:8][C@@H:9]([CH2:27][O:28][CH3:29])[C:10]([NH:12][C@@H:13]([CH2:20][C:21]1[CH:26]=[CH:25][CH:24]=[CH:23][CH:22]=1)[C:14]([C@@:16]1([CH3:19])[CH2:18][O:17]1)=[O:15])=[O:11])=[O:7]. The catalyst is O1CCOCC1.C(Cl)Cl. The product is [Br:1][CH2:18][C@:16]([OH:17])([CH3:19])[C:14](=[O:15])[C@@H:13]([NH:12][C:10](=[O:11])[C@@H:9]([NH:8][C:6](=[O:7])[C@@H:5]([NH:30][C:31]([C:33]1[S:37][C:36]([CH3:38])=[N:35][CH:34]=1)=[O:32])[CH2:4][O:3][CH3:2])[CH2:27][O:28][CH3:29])[CH2:20][C:21]1[CH:26]=[CH:25][CH:24]=[CH:23][CH:22]=1. The yield is 0.480. (4) The reactants are CN(C(ON1N=NC2C=CC=NC1=2)=[N+](C)C)C.F[P-](F)(F)(F)(F)F.[Cl:25][C:26]1[N:30]2[CH:31]=[C:32]([C:39]3[CH:43]=[CH:42][O:41][CH:40]=3)[CH:33]=[C:34]([C:35]([F:38])([F:37])[F:36])[C:29]2=[N:28][C:27]=1[C:44](O)=[O:45].[C:47]([O:51][C:52](=[O:60])[NH:53][CH:54]1[CH2:59][CH2:58][NH:57][CH2:56][CH2:55]1)([CH3:50])([CH3:49])[CH3:48]. No catalyst specified. The product is [C:47]([O:51][C:52](=[O:60])[NH:53][CH:54]1[CH2:59][CH2:58][N:57]([C:44]([C:27]2[N:28]=[C:29]3[C:34]([C:35]([F:37])([F:36])[F:38])=[CH:33][C:32]([C:39]4[CH:43]=[CH:42][O:41][CH:40]=4)=[CH:31][N:30]3[C:26]=2[Cl:25])=[O:45])[CH2:56][CH2:55]1)([CH3:50])([CH3:48])[CH3:49]. The yield is 0.710.